From a dataset of Reaction yield outcomes from USPTO patents with 853,638 reactions. Predict the reaction yield, written as a fraction of the theoretical maximum amount of product (1.0 means a 100% yield; for example, 0.34 means a 34% yield). (1) The reactants are [F:1][C:2]1[CH:3]=[C:4]([CH2:10]O)[CH:5]=[CH:6][C:7]=1[S:8][CH3:9].C(Br)(Br)(Br)[Br:13].C1(P(C2C=CC=CC=2)C2C=CC=CC=2)C=CC=CC=1. The catalyst is C(Cl)Cl. The product is [Br:13][CH2:10][C:4]1[CH:5]=[CH:6][C:7]([S:8][CH3:9])=[C:2]([F:1])[CH:3]=1. The yield is 0.940. (2) The reactants are [CH:1]1N=C[N:3]([C:6]([N:8]2[CH:12]=[N:11][CH:10]=[CH:9]2)=[O:7])[CH:2]=1.[Cl:13][C:14]1[CH:27]=[CH:26][C:17]([O:18][C:19]2[CH:25]=[CH:24]C(N)=C[CH:20]=2)=[CH:16][CH:15]=1.C(O)(=O)[CH2:29][C:30]([CH2:35][C:36](O)=O)([C:32](O)=O)O.[CH2:41](Cl)Cl. No catalyst specified. The product is [C:30]([C:35]1[CH:9]=[CH:10][N:11]=[C:12]([NH:8][C:6]([NH:3][C:2]2[CH:1]=[CH:20][C:19]([O:18][C:17]3[CH:16]=[CH:15][C:14]([Cl:13])=[CH:27][CH:26]=3)=[CH:25][CH:24]=2)=[O:7])[CH:36]=1)([CH3:41])([CH3:32])[CH3:29]. The yield is 0.0900. (3) The reactants are Cl.C([O:9][C:10]1[CH:19]=[C:18]2[C:13]([C:14]([NH:20][C:21]3[CH:29]=[C:28]4[C:24]([CH:25]=[CH:26][NH:27]4)=[CH:23][CH:22]=3)=[N:15][CH:16]=[N:17]2)=[CH:12][C:11]=1[O:30][CH3:31])C1C=CC=CC=1.C([O-])=O.[NH4+]. No catalyst specified. The product is [OH:9][C:10]1[CH:19]=[C:18]2[C:13]([C:14]([NH:20][C:21]3[CH:29]=[C:28]4[C:24]([CH:25]=[CH:26][NH:27]4)=[CH:23][CH:22]=3)=[N:15][CH:16]=[N:17]2)=[CH:12][C:11]=1[O:30][CH3:31]. The yield is 0.760. (4) The reactants are [C:1]1([S:7]([N:10]2[C:14]3=[N:15][CH:16]=[N:17][C:18](Cl)=[C:13]3[C:12]([Br:20])=[N:11]2)(=[O:9])=[O:8])[CH:6]=[CH:5][CH:4]=[CH:3][CH:2]=1.[C:21]([N:28]1[CH2:33][CH2:32][NH:31][CH2:30][CH2:29]1)([O:23][C:24]([CH3:27])([CH3:26])[CH3:25])=[O:22].CCN(C(C)C)C(C)C. The catalyst is CC(O)C. The product is [C:24]([O:23][C:21]([N:28]1[CH2:33][CH2:32][N:31]([C:18]2[N:17]=[CH:16][N:15]=[C:14]3[N:10]([S:7]([C:1]4[CH:6]=[CH:5][CH:4]=[CH:3][CH:2]=4)(=[O:9])=[O:8])[N:11]=[C:12]([Br:20])[C:13]=23)[CH2:30][CH2:29]1)=[O:22])([CH3:27])([CH3:25])[CH3:26]. The yield is 0.670.